This data is from Full USPTO retrosynthesis dataset with 1.9M reactions from patents (1976-2016). The task is: Predict the reactants needed to synthesize the given product. (1) Given the product [C:44]([O:43][C:40](=[O:42])[CH2:41][C:3]([C:4]1[CH:9]=[CH:8][CH:7]=[C:6]([N:10]2[C:14]([CH2:15][N:16]([CH3:17])[CH3:18])=[CH:13][N:12]=[N:11]2)[CH:5]=1)=[O:19])([CH3:47])([CH3:46])[CH3:45], predict the reactants needed to synthesize it. The reactants are: CO[C:3](=[O:19])[C:4]1[CH:9]=[CH:8][CH:7]=[C:6]([N:10]2[C:14]([CH2:15][N:16]([CH3:18])[CH3:17])=[CH:13][N:12]=[N:11]2)[CH:5]=1.N(C1C=C(C=CC=1)C(OC)=O)=[N+]=[N-].O=S(Cl)Cl.CNC.[C:40]([O:43][C:44]([CH3:47])([CH3:46])[CH3:45])(=[O:42])[CH3:41].[Li]. (2) Given the product [C:34]([N:4]1[CH2:3][C:2]([CH3:1])([CH3:32])[C:11]2[C:6](=[CH:7][C:8]([NH:12][C:13](=[O:31])[C:14]3[CH:19]=[CH:18][CH:17]=[N:16][C:15]=3[NH:20][CH2:21][C:49]3[CH:48]=[CH:47][N:52]=[C:59]4[NH:45][CH:46]=[CH:51][C:50]=34)=[CH:9][CH:10]=2)[CH2:5]1)(=[O:36])[CH3:33], predict the reactants needed to synthesize it. The reactants are: [CH3:1][C:2]1([CH3:32])[C:11]2[C:6](=[CH:7][C:8]([NH:12][C:13](=[O:31])[C:14]3[CH:19]=[CH:18][CH:17]=[N:16][C:15]=3[NH:20][CH2:21]C3N=C4NC=CC4=CC=3)=[CH:9][CH:10]=2)[CH2:5][NH:4][CH2:3]1.[CH3:33][C:34]([OH:36])=O.CN(C(O[N:45]1N=[N:52][C:47]2[CH:48]=[CH:49][CH:50]=[CH:51][C:46]1=2)=[N+](C)C)C.[B-](F)(F)(F)F.[CH3:59]CN(C(C)C)C(C)C. (3) The reactants are: Cl[C:2]1[CH:3]=[CH:4][C:5]2[N:11]3[CH2:12][C@H:8]([CH2:9][CH2:10]3)[NH:7][C:6]=2[N:13]=1.[F:14][C:15]([F:26])([F:25])[C:16]1[CH:17]=[C:18](B(O)O)[CH:19]=[CH:20][CH:21]=1.C1(P(C2CCCCC2)C2C=CC=CC=2C2C(C(C)C)=CC(C(C)C)=CC=2C(C)C)CCCCC1.C([O-])([O-])=O.[Cs+].[Cs+]. Given the product [F:14][C:15]([F:26])([F:25])[C:16]1[CH:21]=[C:20]([C:2]2[CH:3]=[CH:4][C:5]3[N:11]4[CH2:12][C@H:8]([CH2:9][CH2:10]4)[NH:7][C:6]=3[N:13]=2)[CH:19]=[CH:18][CH:17]=1, predict the reactants needed to synthesize it. (4) Given the product [CH3:1][O:2][CH2:3][C:4]1[N:8]([CH3:9])[N:7]=[C:6]([C:10]([OH:12])=[O:11])[CH:5]=1, predict the reactants needed to synthesize it. The reactants are: [CH3:1][O:2][CH2:3][C:4]1[N:8]([CH3:9])[N:7]=[C:6]([C:10]([O:12]CC)=[O:11])[CH:5]=1.[Li+].[OH-]. (5) The reactants are: [C:1]([O:5][C:6]([N:8]1[CH2:14][CH:13]2[CH:9]1[CH2:10][NH:11][CH2:12]2)=[O:7])([CH3:4])([CH3:3])[CH3:2].[C:15]1([C:24]2[CH:29]=[CH:28][CH:27]=[CH:26][CH:25]=2)[C:16]([C:21](O)=[O:22])=[CH:17][CH:18]=[CH:19][CH:20]=1.CN(C(ON1N=NC2C=CC=NC1=2)=[N+](C)C)C.F[P-](F)(F)(F)(F)F.CCN(C(C)C)C(C)C. Given the product [C:1]([O:5][C:6]([N:8]1[CH2:14][CH:13]2[CH:9]1[CH2:10][N:11]([C:21]([C:16]1[C:15]([C:24]3[CH:29]=[CH:28][CH:27]=[CH:26][CH:25]=3)=[CH:20][CH:19]=[CH:18][CH:17]=1)=[O:22])[CH2:12]2)=[O:7])([CH3:4])([CH3:2])[CH3:3], predict the reactants needed to synthesize it. (6) Given the product [C:27]([O:26][C:24]([N:21]1[CH2:22][CH2:23][C:18]([OH:17])([C:2]2[CH:3]=[N:4][CH:5]=[C:6]([C:8]([F:11])([F:10])[F:9])[CH:7]=2)[CH2:19][CH2:20]1)=[O:25])([CH3:30])([CH3:28])[CH3:29], predict the reactants needed to synthesize it. The reactants are: Br[C:2]1[CH:3]=[N:4][CH:5]=[C:6]([C:8]([F:11])([F:10])[F:9])[CH:7]=1.C([Li])CCC.[O:17]=[C:18]1[CH2:23][CH2:22][N:21]([C:24]([O:26][C:27]([CH3:30])([CH3:29])[CH3:28])=[O:25])[CH2:20][CH2:19]1. (7) Given the product [ClH:32].[C:1]([C:3]1[CH:8]=[CH:7][C:6]([CH2:9][CH2:10][C:11]([O:13][CH2:14][CH3:15])=[O:12])=[C:5]([O:16][CH2:17][C@H:18]2[CH2:22][CH2:21][CH2:20][NH:19]2)[CH:4]=1)#[N:2], predict the reactants needed to synthesize it. The reactants are: [C:1]([C:3]1[CH:8]=[CH:7][C:6]([CH:9]=[CH:10][C:11]([O:13][CH2:14][CH3:15])=[O:12])=[C:5]([O:16][CH2:17][C@H:18]2[CH2:22][CH2:21][CH2:20][N:19]2C(OC(C)(C)C)=O)[CH:4]=1)#[N:2].[H][H].[ClH:32]. (8) The reactants are: Cl[C:2]1[C:7]([C:8]([NH:10][CH3:11])=[O:9])=[CH:6][N:5]=[C:4]([Cl:12])[CH:3]=1.[CH:13]1([NH2:18])[CH2:17][CH2:16][CH2:15][CH2:14]1.C(N(CC)C(C)C)(C)C. Given the product [Cl:12][C:4]1[CH:3]=[C:2]([NH:18][CH:13]2[CH2:17][CH2:16][CH2:15][CH2:14]2)[C:7]([C:8]([NH:10][CH3:11])=[O:9])=[CH:6][N:5]=1, predict the reactants needed to synthesize it. (9) Given the product [C:16]([O:19][C:20](=[O:21])[N:9]([CH2:10][C@H:11]([OH:14])[CH2:12][Cl:13])[CH3:8])([CH3:18])([CH3:17])[CH3:15], predict the reactants needed to synthesize it. The reactants are: C([CH2:8][NH:9][CH2:10][C@H:11]([OH:14])[CH2:12][Cl:13])C1C=CC=CC=1.[CH3:15][C:16]([O:19][C:20](O[C:20]([O:19][C:16]([CH3:18])([CH3:17])[CH3:15])=[O:21])=[O:21])([CH3:18])[CH3:17].[H][H].